From a dataset of Full USPTO retrosynthesis dataset with 1.9M reactions from patents (1976-2016). Predict the reactants needed to synthesize the given product. (1) Given the product [NH2:30][C:28](=[O:29])[C:27]([C:8]1[C:7]2[C:11](=[C:12]3[CH2:17][CH2:16][CH2:15][C:13]3=[CH:14][C:6]=2[O:5][CH2:4][C:3]([OH:32])=[O:2])[N:10]([CH2:18][C:19]2[CH:24]=[CH:23][CH:22]=[CH:21][C:20]=2[Br:25])[C:9]=1[CH3:26])=[O:31], predict the reactants needed to synthesize it. The reactants are: C[O:2][C:3](=[O:32])[CH2:4][O:5][C:6]1[CH:14]=[C:13]2[CH2:15][CH2:16][CH2:17][C:12]2=[C:11]2[C:7]=1[C:8]([C:27](=[O:31])[C:28]([NH2:30])=[O:29])=[C:9]([CH3:26])[N:10]2[CH2:18][C:19]1[CH:24]=[CH:23][CH:22]=[CH:21][C:20]=1[Br:25].[OH-].[Li+].Cl. (2) Given the product [Si:1]([O:18][CH2:19][C:20]1[N:25]=[C:24]2[C:26]([C:29]([NH:46][CH:43]([CH3:45])[CH3:44])=[O:31])=[N:27][O:28][C:23]2=[C:22]([Cl:34])[C:21]=1[N:35]1[CH2:40][C@H:39]([CH3:41])[O:38][C@H:37]([CH3:42])[CH2:36]1)([C:14]([CH3:15])([CH3:16])[CH3:17])([C:8]1[CH:13]=[CH:12][CH:11]=[CH:10][CH:9]=1)[C:2]1[CH:7]=[CH:6][CH:5]=[CH:4][CH:3]=1, predict the reactants needed to synthesize it. The reactants are: [Si:1]([O:18][CH2:19][C:20]1[N:25]=[C:24]2[C:26]([C:29]([O:31]CC)=O)=[N:27][O:28][C:23]2=[C:22]([Cl:34])[C:21]=1[N:35]1[CH2:40][C@H:39]([CH3:41])[O:38][C@H:37]([CH3:42])[CH2:36]1)([C:14]([CH3:17])([CH3:16])[CH3:15])([C:8]1[CH:13]=[CH:12][CH:11]=[CH:10][CH:9]=1)[C:2]1[CH:7]=[CH:6][CH:5]=[CH:4][CH:3]=1.[CH:43]([NH2:46])([CH3:45])[CH3:44].